This data is from Full USPTO retrosynthesis dataset with 1.9M reactions from patents (1976-2016). The task is: Predict the reactants needed to synthesize the given product. Given the product [C:1]([C:3]1[CH:4]=[C:5]([CH:10]=[C:11]([C:15]#[CH:16])[C:12]=1[O:13][CH3:14])[C:6]([OH:8])=[O:7])#[N:2], predict the reactants needed to synthesize it. The reactants are: [C:1]([C:3]1[CH:4]=[C:5]([CH:10]=[C:11]([C:15]#[CH:16])[C:12]=1[O:13][CH3:14])[C:6]([O:8]C)=[O:7])#[N:2].O.[OH-].[Li+].